This data is from Full USPTO retrosynthesis dataset with 1.9M reactions from patents (1976-2016). The task is: Predict the reactants needed to synthesize the given product. (1) The reactants are: [C:1]([C:5]1[CH:6]=[C:7]2[C:11](=[C:12]([C:16]3[CH:21]=[CH:20][CH:19]=[CH:18][CH:17]=3)[C:13]=1[O:14][CH3:15])[CH2:10][C:9]([CH3:22])=[CH:8]2)([CH3:4])([CH3:3])[CH3:2].[Li]CCCC.C1COCC1.[Cl:33][Si:34](Cl)([CH3:36])[CH3:35]. Given the product [C:1]([C:5]1[CH:6]=[C:7]2[C:11]([CH:10]=[C:9]([CH3:22])[CH:8]2[Si:34]([Cl:33])([CH3:36])[CH3:35])=[C:12]([C:16]2[CH:21]=[CH:20][CH:19]=[CH:18][CH:17]=2)[C:13]=1[O:14][CH3:15])([CH3:4])([CH3:2])[CH3:3], predict the reactants needed to synthesize it. (2) Given the product [Cl:22][C:23]1[CH:24]=[C:25]([CH:39]=[CH:40][C:41]=1[Cl:42])[CH2:26][N:27]1[CH2:32][CH2:31][CH:30]([CH2:33][C:34](=[O:38])[CH:35]([CH3:37])[CH3:36])[CH2:29][CH2:28]1, predict the reactants needed to synthesize it. The reactants are: [Cr](O[Cr]([O-])(=O)=O)([O-])(=O)=O.[NH+]1C=CC=CC=1.[NH+]1C=CC=CC=1.[Cl:22][C:23]1[CH:24]=[C:25]([CH:39]=[CH:40][C:41]=1[Cl:42])[CH2:26][N:27]1[CH2:32][CH2:31][CH:30]([CH2:33][CH:34]([OH:38])[CH:35]([CH3:37])[CH3:36])[CH2:29][CH2:28]1. (3) Given the product [Cl:1][C:2]1[N:6]([C:7]2[CH:12]=[CH:11][CH:10]=[CH:9][CH:8]=2)[N:5]=[C:4]([CH3:13])[C:3]=1[CH2:14][C:18]1[C:19]2[C:24](=[N:23][CH:22]=[CH:21][CH:20]=2)[NH:16][CH:17]=1, predict the reactants needed to synthesize it. The reactants are: [Cl:1][C:2]1[N:6]([C:7]2[CH:12]=[CH:11][CH:10]=[CH:9][CH:8]=2)[N:5]=[C:4]([CH3:13])[C:3]=1[CH:14]=O.[NH:16]1[C:24]2[C:19](=[CH:20][CH:21]=[CH:22][N:23]=2)[CH:18]=[CH:17]1. (4) Given the product [O:1]=[C:2]1[N:7]([C@H:8]2[C:16]3[C:11](=[C:12]([C:17]([F:18])([F:19])[F:20])[CH:13]=[CH:14][CH:15]=3)[CH2:10][CH2:9]2)[C:6](=[O:21])[C:5]([C:22]([NH:42][S:39]([C:38]([F:44])([F:43])[F:37])(=[O:41])=[O:40])=[O:24])=[CH:4][N:3]1[C:25]1[CH:30]=[CH:29][C:28]([N:31]2[CH2:35][CH2:34][O:33][C:32]2=[O:36])=[CH:27][CH:26]=1, predict the reactants needed to synthesize it. The reactants are: [O:1]=[C:2]1[N:7]([C@H:8]2[C:16]3[C:11](=[C:12]([C:17]([F:20])([F:19])[F:18])[CH:13]=[CH:14][CH:15]=3)[CH2:10][CH2:9]2)[C:6](=[O:21])[C:5]([C:22]([OH:24])=O)=[CH:4][N:3]1[C:25]1[CH:30]=[CH:29][C:28]([N:31]2[CH2:35][CH2:34][O:33][C:32]2=[O:36])=[CH:27][CH:26]=1.[F:37][C:38]([F:44])([F:43])[S:39]([NH2:42])(=[O:41])=[O:40]. (5) The reactants are: [C:1]([O:5][C:6](=[O:19])[C@H:7]([C@@H:16]([CH3:18])[OH:17])[NH:8][C:9]([O:11][C:12]([CH3:15])([CH3:14])[CH3:13])=[O:10])([CH3:4])([CH3:3])[CH3:2].[CH3:20][S:21](Cl)(=[O:23])=[O:22].C(Cl)(Cl)Cl.CC(C)=O.C1C=C2C(C(O)(O)C(=O)C2=CC=1)=O. Given the product [C:1]([O:5][C:6](=[O:19])[C@H:7]([C@@H:16]([CH3:18])[O:17][S:21]([CH3:20])(=[O:23])=[O:22])[NH:8][C:9]([O:11][C:12]([CH3:15])([CH3:14])[CH3:13])=[O:10])([CH3:4])([CH3:2])[CH3:3], predict the reactants needed to synthesize it. (6) Given the product [CH2:16]([N:18]1[C:22]2=[N:23][CH:24]=[C:25]([C:34]#[N:36])[C:26]([NH:27][CH:28]3[CH2:29][CH2:30][O:31][CH2:32][CH2:33]3)=[C:21]2[CH:20]=[N:19]1)[CH3:17], predict the reactants needed to synthesize it. The reactants are: CC[N+](S(N=C(OC)[O-])(=O)=O)(CC)CC.[CH2:16]([N:18]1[C:22]2=[N:23][CH:24]=[C:25]([C:34]([NH2:36])=O)[C:26]([NH:27][CH:28]3[CH2:33][CH2:32][O:31][CH2:30][CH2:29]3)=[C:21]2[CH:20]=[N:19]1)[CH3:17].